From a dataset of Full USPTO retrosynthesis dataset with 1.9M reactions from patents (1976-2016). Predict the reactants needed to synthesize the given product. Given the product [CH3:24][O:25][C:26]1[CH:31]=[C:30]([O:32][CH3:33])[N:29]=[C:28]([O:1][C@H:2]2[C@:5]3([C:15]4[CH:20]=[CH:19][CH:18]=[CH:17][CH:16]=4)[C:6]4[CH:14]=[CH:13][CH:12]=[CH:11][C:7]=4[CH2:8][CH2:9][CH2:10][N:4]3[C:3]2=[O:21])[N:27]=1, predict the reactants needed to synthesize it. The reactants are: [OH:1][C@H:2]1[C@:5]2([C:15]3[CH:20]=[CH:19][CH:18]=[CH:17][CH:16]=3)[C:6]3[CH:14]=[CH:13][CH:12]=[CH:11][C:7]=3[CH2:8][CH2:9][CH2:10][N:4]2[C:3]1=[O:21].[H-].[Na+].[CH3:24][O:25][C:26]1[CH:31]=[C:30]([O:32][CH3:33])[N:29]=[C:28](O[C@@H]([C@]2(C3C=CC=CC=3)C3C(=CC=CC=3)CCN2)C(O)=O)[N:27]=1.